Dataset: Full USPTO retrosynthesis dataset with 1.9M reactions from patents (1976-2016). Task: Predict the reactants needed to synthesize the given product. (1) Given the product [CH3:1][O:2][C:3]1[CH:10]=[CH:9][C:6]([CH2:7][O:8][C:15](=[NH:16])[C:14]([Cl:18])([Cl:17])[Cl:13])=[CH:5][CH:4]=1, predict the reactants needed to synthesize it. The reactants are: [CH3:1][O:2][C:3]1[CH:10]=[CH:9][C:6]([CH2:7][OH:8])=[CH:5][CH:4]=1.[H-].[Na+].[Cl:13][C:14]([Cl:18])([Cl:17])[C:15]#[N:16]. (2) The reactants are: [C:1]([C:5]1[CH:6]=[C:7]([N:18]2[C:22](=[O:23])[CH:21]=[C:20]([C:24]3[C:33]4[C:28](=[CH:29][CH:30]=[CH:31][CH:32]=4)[C:27]([O:34][CH2:35][CH2:36][N:37]4[CH2:42][CH2:41][O:40][CH2:39][CH2:38]4)=[CH:26][CH:25]=3)[C:19]2=[O:43])[C:8]([O:16][CH3:17])=[C:9]([NH:11][S:12]([CH3:15])(=[O:14])=[O:13])[CH:10]=1)([CH3:4])([CH3:3])[CH3:2]. Given the product [C:1]([C:5]1[CH:6]=[C:7]([N:18]2[C:22](=[O:23])[CH2:21][CH:20]([C:24]3[C:33]4[C:28](=[CH:29][CH:30]=[CH:31][CH:32]=4)[C:27]([O:34][CH2:35][CH2:36][N:37]4[CH2:38][CH2:39][O:40][CH2:41][CH2:42]4)=[CH:26][CH:25]=3)[C:19]2=[O:43])[C:8]([O:16][CH3:17])=[C:9]([NH:11][S:12]([CH3:15])(=[O:13])=[O:14])[CH:10]=1)([CH3:4])([CH3:2])[CH3:3], predict the reactants needed to synthesize it. (3) Given the product [CH3:1][N:2]([CH2:3][C:4]1[CH:5]=[C:6]([CH:10]=[CH:11][C:12]=1[O:13][C:14]1[CH:19]=[CH:18][C:17]([S:20][CH3:21])=[C:16]([C:22]([F:25])([F:24])[F:23])[CH:15]=1)[C:7]([NH2:9])=[O:8])[CH3:28], predict the reactants needed to synthesize it. The reactants are: [CH3:1][NH:2][CH2:3][C:4]1[CH:5]=[C:6]([CH:10]=[CH:11][C:12]=1[O:13][C:14]1[CH:19]=[CH:18][C:17]([S:20][CH3:21])=[C:16]([C:22]([F:25])([F:24])[F:23])[CH:15]=1)[C:7]([NH2:9])=[O:8].C=O.[C:28](O[BH-](OC(=O)C)OC(=O)C)(=O)C.[Na+]. (4) Given the product [F:24][C:25]1[CH:33]=[C:32]2[C:28]([C:29]([C:41]3[CH:46]=[CH:45][C:44]([S:47]([NH:48][CH2:49][CH2:50][N:51]([CH3:56])[S:52]([CH3:55])(=[O:54])=[O:53])(=[O:58])=[O:57])=[N:43][CH:42]=3)=[CH:30][NH:31]2)=[CH:27][CH:26]=1, predict the reactants needed to synthesize it. The reactants are: FC1C=C2C(C(C3C=CC(N4CCC(N)CC4)=NC=3)=CN2)=CC=1.[F:24][C:25]1[CH:33]=[C:32]2[C:28]([C:29]([C:41]3[CH:42]=[N:43][C:44]([S:47](=[O:58])(=[O:57])[NH:48][CH2:49][CH2:50][N:51]([CH3:56])[S:52]([CH3:55])(=[O:54])=[O:53])=[CH:45][CH:46]=3)=[CH:30][N:31]2C(OC(C)(C)C)=O)=[CH:27][CH:26]=1. (5) Given the product [CH3:31][C:32]([CH3:59])([CH2:37][CH2:38][C:39]1[S:40][C:41]([C:44]2[CH:45]=[CH:46][C:47]([NH:50][C:51]([N:53]3[CH2:58][CH2:57][O:56][CH2:55][CH2:54]3)=[O:52])=[CH:48][CH:49]=2)=[CH:42][N:43]=1)[C:33]([OH:35])=[O:34], predict the reactants needed to synthesize it. The reactants are: FC(F)(F)C1C=C(NC(=O)NC2C=CC(C3SC(CCC(O)=O)=NC=3)=CC=2)C=CC=1.[CH3:31][C:32]([CH3:59])([CH2:37][CH2:38][C:39]1[S:40][C:41]([C:44]2[CH:49]=[CH:48][C:47]([NH:50][C:51]([N:53]3[CH2:58][CH2:57][O:56][CH2:55][CH2:54]3)=[O:52])=[CH:46][CH:45]=2)=[CH:42][N:43]=1)[C:33]([O:35]C)=[O:34]. (6) Given the product [NH2:30][C:29]1[S:28][C:27]([C:45]2[CH:44]=[CH:43][CH:42]=[C:41]([N:40]([CH3:50])[CH3:39])[CH:46]=2)=[N:26][C:25]=1[C:23]([NH:22][C:17]1[CH:18]=[N:19][N:20]([CH3:21])[C:16]=1[N:13]1[CH2:12][CH2:11][CH:10]([CH2:9][NH2:8])[CH2:15][CH2:14]1)=[O:24], predict the reactants needed to synthesize it. The reactants are: C(OC([NH:8][CH2:9][CH:10]1[CH2:15][CH2:14][N:13]([C:16]2[N:20]([CH3:21])[N:19]=[CH:18][C:17]=2[NH:22][C:23]([C:25]2[N:26]=[C:27](Br)[S:28][C:29]=2[NH:30]C(=O)OC(C)(C)C)=[O:24])[CH2:12][CH2:11]1)=O)CCC.[CH3:39][N:40]([CH3:50])[C:41]1[CH:42]=[C:43](B(O)O)[CH:44]=[CH:45][CH:46]=1.